From a dataset of Catalyst prediction with 721,799 reactions and 888 catalyst types from USPTO. Predict which catalyst facilitates the given reaction. (1) Reactant: Cl.C(N=C=NCCCN(C)C)C.[CH2:13]([C:19]1[CH:20]=[C:21]2[C:26](=[CH:27][CH:28]=1)[C:25]([C:29]([OH:31])=O)=[CH:24][CH:23]=[CH:22]2)[CH2:14][CH2:15][CH2:16][CH2:17][CH3:18].[NH2:32][C:33]1[CH:34]=[C:35]([CH:44]=[CH:45][CH:46]=1)[O:36][CH2:37][C:38]([O:40][CH:41]([CH3:43])[CH3:42])=[O:39]. Product: [CH2:13]([C:19]1[CH:20]=[C:21]2[C:26](=[CH:27][CH:28]=1)[C:25]([C:29]([NH:32][C:33]1[CH:34]=[C:35]([CH:44]=[CH:45][CH:46]=1)[O:36][CH2:37][C:38]([O:40][CH:41]([CH3:42])[CH3:43])=[O:39])=[O:31])=[CH:24][CH:23]=[CH:22]2)[CH2:14][CH2:15][CH2:16][CH2:17][CH3:18]. The catalyst class is: 2. (2) Reactant: C([N:8]1[CH2:17][C:16]2[N:15]=[CH:14][CH:13]=[CH:12][C:11]=2[CH2:10][CH2:9]1)C1C=CC=CC=1.[ClH:18].[H][H]. Product: [ClH:18].[N:15]1[C:16]2[CH2:17][NH:8][CH2:9][CH2:10][C:11]=2[CH:12]=[CH:13][CH:14]=1. The catalyst class is: 505. (3) Reactant: C(O[C:6]([N:8]1C[CH2:12][C:11]2(C)[C:14]3[CH:20]=[C:19]([S:21][C:22]4[CH:27]=[CH:26][CH:25]=[CH:24][CH:23]=4)[CH:18]=[CH:17][C:15]=3O[CH:10]2[CH2:9]1)=O)(C)(C)C.[CH3:29][OH:30].[OH2:31].[OH:32]OS([O-])=O.[K+].O1CCOCC1.[ClH:44]. Product: [ClH:44].[CH3:12][C:11]12[C:14]3[CH:20]=[C:19]([S:21]([C:22]4[CH:27]=[CH:26][CH:25]=[CH:24][CH:23]=4)(=[O:32])=[O:31])[CH:18]=[CH:17][C:15]=3[O:30][CH:29]1[CH2:6][NH:8][CH2:9][CH2:10]2. The catalyst class is: 13. (4) Reactant: CC1(C)[O:9][C:8](=[O:10])[C:5]2([CH2:7][CH2:6]2)[C:4](=[O:11])O1.[CH2:13]1[C:21]2[C:16](=[CH:17][C:18]([NH2:22])=[CH:19][CH:20]=2)[CH2:15][CH2:14]1. Product: [CH2:13]1[C:21]2[C:16](=[CH:17][C:18]([N:22]3[CH2:6][CH2:7][CH:5]([C:8]([OH:9])=[O:10])[C:4]3=[O:11])=[CH:19][CH:20]=2)[CH2:15][CH2:14]1. The catalyst class is: 8. (5) Reactant: [N+:1]([C:4]1[CH:5]=[C:6]([OH:10])[CH:7]=[CH:8][CH:9]=1)([O-:3])=[O:2].[H-].[Na+].[Cl:13][CH2:14][CH2:15][CH2:16]I.[Na+].[Cl-]. Product: [Cl:13][CH2:14][CH2:15][CH2:16][O:10][C:6]1[CH:7]=[CH:8][CH:9]=[C:4]([N+:1]([O-:3])=[O:2])[CH:5]=1. The catalyst class is: 35. (6) Reactant: [Cl:1][C:2]1[N:7]=[C:6]([NH:8][C@H:9]2[CH2:14][CH2:13][C@H:12]([NH:15][C:16](=[O:22])[O:17][C:18]([CH3:21])([CH3:20])[CH3:19])[CH2:11][CH2:10]2)[CH:5]=[C:4]([C:23]2[C:31]3[C:26](=[N:27][CH:28]=[C:29]([O:32][CH2:33][C:34]#[CH:35])[CH:30]=3)[N:25](S(C3C=CC=CC=3)(=O)=O)[CH:24]=2)[CH:3]=1.[OH-].[Na+]. Product: [Cl:1][C:2]1[N:7]=[C:6]([NH:8][C@H:9]2[CH2:14][CH2:13][C@H:12]([NH:15][C:16](=[O:22])[O:17][C:18]([CH3:20])([CH3:21])[CH3:19])[CH2:11][CH2:10]2)[CH:5]=[C:4]([C:23]2[C:31]3[C:26](=[N:27][CH:28]=[C:29]([O:32][CH2:33][C:34]#[CH:35])[CH:30]=3)[NH:25][CH:24]=2)[CH:3]=1. The catalyst class is: 12. (7) Reactant: C(NC(C)C)(C)C.[Li]CCCC.[CH3:13][C:14]1[CH:19]=[N:18][CH:17]=[CH:16][N:15]=1.[C:20](OC)(=[O:27])[C:21]1[CH:26]=[CH:25][CH:24]=[CH:23][CH:22]=1. Product: [C:21]1([C:20](=[O:27])[CH2:13][C:14]2[CH:19]=[N:18][CH:17]=[CH:16][N:15]=2)[CH:26]=[CH:25][CH:24]=[CH:23][CH:22]=1. The catalyst class is: 1.